Dataset: Peptide-MHC class II binding affinity with 134,281 pairs from IEDB. Task: Regression. Given a peptide amino acid sequence and an MHC pseudo amino acid sequence, predict their binding affinity value. This is MHC class II binding data. (1) The peptide sequence is IHGWFAVDFTAAELV. The MHC is DRB1_0405 with pseudo-sequence DRB1_0405. The binding affinity (normalized) is 0.996. (2) The MHC is DRB1_1001 with pseudo-sequence DRB1_1001. The binding affinity (normalized) is 0.706. The peptide sequence is AFGVAATAANAAPAN. (3) The peptide sequence is AIKVAATAANAAPAN. The MHC is DRB1_0802 with pseudo-sequence DRB1_0802. The binding affinity (normalized) is 0.607. (4) The peptide sequence is GSLIVNPSLNGFLSK. The MHC is DRB1_0401 with pseudo-sequence DRB1_0401. The binding affinity (normalized) is 0.0447. (5) The peptide sequence is SIESFGEWIEFTNFK. The MHC is DRB1_0101 with pseudo-sequence DRB1_0101. The binding affinity (normalized) is 0.364. (6) The peptide sequence is NPGLIIGALAGS. The MHC is HLA-DQA10301-DQB10302 with pseudo-sequence HLA-DQA10301-DQB10302. The binding affinity (normalized) is 0.297.